The task is: Predict the product of the given reaction.. This data is from Forward reaction prediction with 1.9M reactions from USPTO patents (1976-2016). (1) The product is: [C:27]([O:31][C:32](=[O:35])[CH2:33][CH2:34][O:20][CH2:19][CH2:18][CH2:17][O:16][C:13]1[CH:14]=[CH:15][C:10]2[N:9]=[C:8]([C:21]3[CH:22]=[CH:23][CH:24]=[CH:25][CH:26]=3)[N:7]([C:1]3[CH:6]=[CH:5][CH:4]=[CH:3][CH:2]=3)[C:11]=2[CH:12]=1)([CH3:30])([CH3:29])[CH3:28]. Given the reactants [C:1]1([N:7]2[C:11]3[CH:12]=[C:13]([O:16][CH2:17][CH2:18][CH2:19][OH:20])[CH:14]=[CH:15][C:10]=3[N:9]=[C:8]2[C:21]2[CH:26]=[CH:25][CH:24]=[CH:23][CH:22]=2)[CH:6]=[CH:5][CH:4]=[CH:3][CH:2]=1.[C:27]([O:31][C:32](=[O:35])[CH:33]=[CH2:34])([CH3:30])([CH3:29])[CH3:28].[OH-].[Na+], predict the reaction product. (2) Given the reactants [NH2:1][C@:2]12[CH2:37][CH2:36][C@@H:35]([C:38]([CH3:40])=[CH2:39])[C@@H:3]1[C@@H:4]1[C@@:17]([CH3:20])([CH2:18][CH2:19]2)[C@@:16]2([CH3:21])[C@@H:7]([C@:8]3([CH3:34])[C@@H:13]([CH2:14][CH2:15]2)[C:12]([CH3:23])([CH3:22])[C:11]([C:24]2[CH:33]=[CH:32][C:27]([C:28]([O:30]C)=[O:29])=[CH:26][CH:25]=2)=[CH:10][CH2:9]3)[CH2:6][CH2:5]1.Cl.[N:42]1[CH:47]=[CH:46][CH:45]=[CH:44][C:43]=1[CH2:48][C:49](O)=[O:50], predict the reaction product. The product is: [CH3:20][C@:17]12[C@@:16]3([CH3:21])[C@@H:7]([C@:8]4([CH3:34])[C@@H:13]([CH2:14][CH2:15]3)[C:12]([CH3:23])([CH3:22])[C:11]([C:24]3[CH:25]=[CH:26][C:27]([C:28]([OH:30])=[O:29])=[CH:32][CH:33]=3)=[CH:10][CH2:9]4)[CH2:6][CH2:5][C@@H:4]1[C@H:3]1[C@H:35]([C:38]([CH3:40])=[CH2:39])[CH2:36][CH2:37][C@:2]1([NH:1][C:49](=[O:50])[CH2:48][C:43]1[CH:44]=[CH:45][CH:46]=[CH:47][N:42]=1)[CH2:19][CH2:18]2. (3) Given the reactants [Cl:1][C:2]1[N:7]=[C:6](Cl)[C:5]([Cl:9])=[CH:4][N:3]=1.[CH2:10]([N:12]1[C:18]2[CH:19]=[C:20]([NH2:23])[CH:21]=[CH:22][C:17]=2[CH2:16][N:15]([CH2:24][CH3:25])[CH2:14][CH2:13]1)[CH3:11].C(O)C, predict the reaction product. The product is: [Cl:1][C:2]1[N:7]=[C:6]([NH:23][C:20]2[CH:21]=[CH:22][C:17]3[CH2:16][N:15]([CH2:24][CH3:25])[CH2:14][CH2:13][N:12]([CH2:10][CH3:11])[C:18]=3[CH:19]=2)[C:5]([Cl:9])=[CH:4][N:3]=1.